This data is from Reaction yield outcomes from USPTO patents with 853,638 reactions. The task is: Predict the reaction yield, written as a fraction of the theoretical maximum amount of product (1.0 means a 100% yield; for example, 0.34 means a 34% yield). (1) The reactants are [C:1]([O:5][C:6]([N:8]1[CH2:13][CH2:12][N:11]([C:14]2[CH:19]=[CH:18][CH:17]=[CH:16][C:15]=2[O:20][CH:21]2[CH2:26][CH2:25][CH2:24][NH:23][CH2:22]2)[CH2:10][CH2:9]1)=[O:7])([CH3:4])([CH3:3])[CH3:2].[C:27](Cl)(=[O:34])[C:28]1[CH:33]=[CH:32][CH:31]=[CH:30][CH:29]=1.C(N(CC)CC)C. The catalyst is C(Cl)Cl. The product is [C:1]([O:5][C:6]([N:8]1[CH2:13][CH2:12][N:11]([C:14]2[CH:19]=[CH:18][CH:17]=[CH:16][C:15]=2[O:20][CH:21]2[CH2:26][CH2:25][CH2:24][N:23]([C:27](=[O:34])[C:28]3[CH:33]=[CH:32][CH:31]=[CH:30][CH:29]=3)[CH2:22]2)[CH2:10][CH2:9]1)=[O:7])([CH3:4])([CH3:2])[CH3:3]. The yield is 0.830. (2) The product is [CH3:56][N:55]([CH3:57])[O:54][CH2:53][CH2:52][O:51][C@@H:39]1[C@H:38]([OH:58])[C@@H:37]([CH2:36][OH:35])[O:41][C@H:40]1[N:42]1[CH:49]=[C:48]([CH3:50])[C:46](=[O:47])[NH:45][C:43]1=[O:44]. The reactants are F.F.F.C(N(CC)CC)C.C(N(CC)CC)C.[Si]([O:35][CH2:36][C@H:37]1[O:41][C@@H:40]([N:42]2[CH:49]=[C:48]([CH3:50])[C:46](=[O:47])[NH:45][C:43]2=[O:44])[C@H:39]([O:51][CH2:52][CH2:53][O:54][N:55]([CH3:57])[CH3:56])[C@@H:38]1[OH:58])(C(C)(C)C)(C1C=CC=CC=1)C1C=CC=CC=1.CO. The catalyst is C1COCC1.C(Cl)Cl. The yield is 0.925.